This data is from Forward reaction prediction with 1.9M reactions from USPTO patents (1976-2016). The task is: Predict the product of the given reaction. (1) Given the reactants [Br:1][C:2]1[CH:3]=[C:4]([NH:8][NH2:9])[CH:5]=[CH:6][CH:7]=1.Cl.[C:11]1(NN)[CH:16]=CC=[CH:13][CH:12]=1, predict the reaction product. The product is: [Br:1][C:2]1[CH:3]=[C:4]([N:8]2[CH:16]=[CH:11][C:12]([CH3:13])=[N:9]2)[CH:5]=[CH:6][CH:7]=1. (2) Given the reactants [CH3:1][O:2][CH2:3]/[CH:4]=[CH:5]/[C:6]1[C:10]2[CH:11]=[N:12][C:13]([NH:15][C:16]([NH:18][C@@H:19]([C:21]3[CH:26]=[CH:25][CH:24]=[CH:23][CH:22]=3)[CH3:20])=[O:17])=[CH:14][C:9]=2[N:8](C(C2C=CC=CC=2)(C2C=CC=CC=2)C2C=CC=CC=2)[N:7]=1.C(O)(C(F)(F)F)=O, predict the reaction product. The product is: [CH3:1][O:2][CH2:3][CH2:4][CH2:5][C:6]1[C:10]2[CH:11]=[N:12][C:13]([NH:15][C:16]([NH:18][C@@H:19]([C:21]3[CH:26]=[CH:25][CH:24]=[CH:23][CH:22]=3)[CH3:20])=[O:17])=[CH:14][C:9]=2[NH:8][N:7]=1. (3) Given the reactants [CH3:1][C:2]1([C:7]2[CH:8]=[C:9]([CH:17]=[CH:18][CH:19]=2)[CH2:10][N:11]2[N:15]=[C:14]([NH2:16])[CH:13]=[N:12]2)[O:6]CCO1.[C:20]1([C:26]2[O:30][CH:29]=[N:28][C:27]=2[C:31](O)=[O:32])[CH:25]=[CH:24][CH:23]=[CH:22][CH:21]=1, predict the reaction product. The product is: [C:2]([C:7]1[CH:8]=[C:9]([CH:17]=[CH:18][CH:19]=1)[CH2:10][N:11]1[N:15]=[C:14]([NH:16][C:31]([C:27]2[N:28]=[CH:29][O:30][C:26]=2[C:20]2[CH:21]=[CH:22][CH:23]=[CH:24][CH:25]=2)=[O:32])[CH:13]=[N:12]1)(=[O:6])[CH3:1]. (4) Given the reactants [F:1][C:2]1[C:3]([NH:12][C:13]2[CH:18]=[CH:17][C:16]([S:19][CH3:20])=[CH:15][C:14]=2[F:21])=[C:4]([CH:8]=[CH:9][C:10]=1[F:11])[C:5]([OH:7])=O.C1N=CN(C(N2C=NC=C2)=O)C=1.[NH2:34][O:35][CH2:36][CH2:37][OH:38], predict the reaction product. The product is: [F:1][C:2]1[C:3]([NH:12][C:13]2[CH:18]=[CH:17][C:16]([S:19][CH3:20])=[CH:15][C:14]=2[F:21])=[C:4]([CH:8]=[CH:9][C:10]=1[F:11])[C:5]([NH:34][O:35][CH2:36][CH2:37][OH:38])=[O:7]. (5) Given the reactants [F:1][C:2]([F:28])([F:27])[C:3]1[N:7]=[C:6]([C:8]2[C:9]3[CH2:26][CH2:25][CH2:24][C:10]=3[S:11][C:12]=2[NH:13][C:14]([C:16]2[CH2:20][CH2:19][CH2:18][C:17]=2[C:21]([OH:23])=[O:22])=[O:15])[O:5][N:4]=1.[CH:29]12CCC(C[CH2:34]1)C1C(OC(=O)[C:30]2=1)=O, predict the reaction product. The product is: [F:27][C:2]([F:1])([F:28])[C:3]1[N:7]=[C:6]([C:8]2[C:9]3[CH2:26][CH2:25][CH2:24][C:10]=3[S:11][C:12]=2[NH:13][C:14]([C:16]2[CH:20]3[CH2:19][CH2:18][CH:30]([CH2:29][CH2:34]3)[C:17]=2[C:21]([OH:23])=[O:22])=[O:15])[O:5][N:4]=1. (6) Given the reactants [CH3:1][C:2]1[S:6][C:5]([NH:7][C:8]2[CH:13]=[C:12](Cl)[N:11]=[C:10]([S:15][C:16]3[CH:21]=[CH:20][C:19]([NH:22][C:23]([CH:25]4[CH2:27][CH2:26]4)=[O:24])=[CH:18][CH:17]=3)[N:9]=2)=[N:4][CH:3]=1.Cl.Cl.[CH3:30][N:31]([CH3:36])[CH:32]1[CH2:35][NH:34][CH2:33]1.C(N(CC)C(C)C)(C)C, predict the reaction product. The product is: [CH3:1][C:2]1[S:6][C:5]([NH:7][C:8]2[CH:13]=[C:12]([N:34]3[CH2:35][CH:32]([N:31]([CH3:36])[CH3:30])[CH2:33]3)[N:11]=[C:10]([S:15][C:16]3[CH:21]=[CH:20][C:19]([NH:22][C:23]([CH:25]4[CH2:27][CH2:26]4)=[O:24])=[CH:18][CH:17]=3)[N:9]=2)=[N:4][CH:3]=1.